Dataset: Forward reaction prediction with 1.9M reactions from USPTO patents (1976-2016). Task: Predict the product of the given reaction. (1) Given the reactants [F:1][C:2]1[C:7]([OH:8])=[CH:6][CH:5]=[C:4]([F:9])[C:3]=1[C:10]([NH2:12])=[O:11].Cl[CH2:14][C:15]1[CH:16]=[CH:17][C:18]2[S:22][CH:21]=[CH:20][C:19]=2[CH:23]=1.S1C2C=CC(CO)=CC=2C=C1.S(Cl)(Cl)=O, predict the reaction product. The product is: [S:22]1[C:18]2[CH:17]=[CH:16][C:15]([CH2:14][O:8][C:7]3[C:2]([F:1])=[C:3]([C:10]([NH2:12])=[O:11])[C:4]([F:9])=[CH:5][CH:6]=3)=[CH:23][C:19]=2[CH:20]=[CH:21]1. (2) Given the reactants [C:1]([N:3]=[C:4]([N:12]1[CH2:17][CH2:16][C:15]([CH2:24][CH2:25][N:26]2[CH:31]3[CH2:32][CH2:33][CH:27]2[CH2:28][CH:29]([N:34]2[C:38]4[CH:39]=[CH:40][CH:41]=[CH:42][C:37]=4[N:36]=[C:35]2[CH3:43])[CH2:30]3)([C:18]2[CH:23]=[CH:22][CH:21]=[CH:20][CH:19]=2)[CH2:14][CH2:13]1)[O:5]C1C=CC=CC=1)#[N:2].C1COCC1.O.[OH-].[Li+].C(=O)(O)[O-].[Na+], predict the reaction product. The product is: [C:1]([NH:3][C:4]([N:12]1[CH2:13][CH2:14][C:15]([CH2:24][CH2:25][N:26]2[CH:31]3[CH2:32][CH2:33][CH:27]2[CH2:28][CH:29]([N:34]2[C:38]4[CH:39]=[CH:40][CH:41]=[CH:42][C:37]=4[N:36]=[C:35]2[CH3:43])[CH2:30]3)([C:18]2[CH:19]=[CH:20][CH:21]=[CH:22][CH:23]=2)[CH2:16][CH2:17]1)=[O:5])#[N:2]. (3) The product is: [CH2:20]([S:27]([C:30]1[CH:35]=[CH:34][C:33]([CH3:36])=[C:32]([C:18]#[C:17][C:10]2[CH:11]=[C:12]([C:15]#[N:16])[CH:13]=[CH:14][C:9]=2[O:8][CH2:7][C:6]([OH:5])=[O:19])[CH:31]=1)(=[O:29])=[O:28])[C:21]1[CH:22]=[CH:23][CH:24]=[CH:25][CH:26]=1. Given the reactants C([O:5][C:6](=[O:19])[CH2:7][O:8][C:9]1[CH:14]=[CH:13][C:12]([C:15]#[N:16])=[CH:11][C:10]=1[C:17]#[CH:18])(C)(C)C.[CH2:20]([S:27]([C:30]1[CH:35]=[CH:34][C:33]([CH3:36])=[C:32](Br)[CH:31]=1)(=[O:29])=[O:28])[C:21]1[CH:26]=[CH:25][CH:24]=[CH:23][CH:22]=1, predict the reaction product.